Task: Predict the product of the given reaction.. Dataset: Forward reaction prediction with 1.9M reactions from USPTO patents (1976-2016) (1) Given the reactants Br[C:2]1[CH:3]=[CH:4][C:5]([O:19][CH3:20])=[C:6]([CH:8]2[C:13](=[O:14])[NH:12][C:11]3[CH:15]=[CH:16][CH:17]=[CH:18][C:10]=3[O:9]2)[CH:7]=1.[Cu][C:22]#[N:23].C(Cl)Cl.[OH-].[NH4+], predict the reaction product. The product is: [CH3:20][O:19][C:5]1[CH:4]=[CH:3][C:2]([C:22]#[N:23])=[CH:7][C:6]=1[CH:8]1[C:13](=[O:14])[NH:12][C:11]2[CH:15]=[CH:16][CH:17]=[CH:18][C:10]=2[O:9]1. (2) Given the reactants [C:1]([O:5][C:6]([N:8]1[CH2:13][CH2:12][CH:11]([OH:14])[CH2:10][CH2:9]1)=[O:7])([CH3:4])([CH3:3])[CH3:2].[C:15](=[O:18])([O-:17])[O-].[Cs+].[Cs+].[N:21]1[C:34]2[C:25](=CC=C3C=2N=CC=C3)[CH:24]=[CH:23][CH:22]=1.[CH2:35]([O:42][C:43]1[CH:70]=[CH:69][C:68](I)=[CH:67][C:44]=1[C:45]([NH:47][C:48]1[CH:60]=[C:59]([C:61]2[CH:66]=[CH:65][CH:64]=[CH:63][CH:62]=2)[CH:58]=[CH:57][C:49]=1[C:50]([O:52]C(C)(C)C)=[O:51])=[O:46])[C:36]1[CH:41]=[CH:40][CH:39]=[CH:38][CH:37]=1.C(O)(=O)[CH2:73][C:74]([CH2:79]C(O)=O)([C:76](O)=O)O, predict the reaction product. The product is: [CH2:35]([O:42][C:43]1[CH:70]=[CH:69][C:68]([O:14][CH:11]2[CH2:12][CH2:13][N:8]([C:6]([O:5][C:1]([CH3:4])([CH3:2])[CH3:3])=[O:7])[CH2:9][CH2:10]2)=[CH:67][C:44]=1[C:45]([NH:47][C:48]1[CH:60]=[C:59]([C:61]2[CH:62]=[CH:63][CH:64]=[CH:65][CH:66]=2)[CH:58]=[CH:57][C:49]=1[C:50]([O:52][CH:24]1[CH2:25][CH2:34][N:21]([C:15]([O:17][C:74]([CH3:79])([CH3:76])[CH3:73])=[O:18])[CH2:22][CH2:23]1)=[O:51])=[O:46])[C:36]1[CH:41]=[CH:40][CH:39]=[CH:38][CH:37]=1. (3) Given the reactants Br[C:2]1[CH:3]=[C:4]([C:8](=[O:16])[CH2:9][C:10]2[CH:15]=[CH:14][CH:13]=[CH:12][CH:11]=2)[CH:5]=[CH:6][CH:7]=1.CC(C)([O-])C.[Na+].[NH:23]1[CH2:28][CH2:27][O:26][CH2:25][CH2:24]1.C1(C)C=CC=CC=1, predict the reaction product. The product is: [O:26]1[CH2:27][CH2:28][N:23]([C:2]2[CH:3]=[C:4]([C:8](=[O:16])[CH2:9][C:10]3[CH:15]=[CH:14][CH:13]=[CH:12][CH:11]=3)[CH:5]=[CH:6][CH:7]=2)[CH2:24][CH2:25]1. (4) Given the reactants B1([C:12]2[O:16][CH:15]=[CH:14][CH:13]=2)OC(=O)CN(C)CC(=O)O1.I[C:18]1[CH:23]=[CH:22][N:21]=[C:20]([C:24]#[N:25])[CH:19]=1.P([O-])([O-])([O-])=O.[K+].[K+].[K+].C1(P(C2CCCCC2)C2C=CC=CC=2C2C(OC)=CC=CC=2OC)CCCCC1, predict the reaction product. The product is: [O:16]1[CH:15]=[CH:14][CH:13]=[C:12]1[C:18]1[CH:23]=[CH:22][N:21]=[C:20]([C:24]#[N:25])[CH:19]=1. (5) Given the reactants [Cl:1][C:2]1[CH:3]=[C:4]([NH:8][C:9]2[N:14]=[C:13]([C:15]3[CH:20]=[CH:19][N:18]=[C:17]([NH:21][NH2:22])[CH:16]=3)[CH:12]=[CH:11][N:10]=2)[CH:5]=[CH:6][CH:7]=1.[C:23](O)(=[O:29])[CH2:24][CH2:25][C:26]([CH3:28])=O, predict the reaction product. The product is: [Cl:1][C:2]1[CH:3]=[C:4]([NH:8][C:9]2[N:14]=[C:13]([C:15]3[CH:20]=[CH:19][N:18]=[C:17]([N:21]4[C:23](=[O:29])[CH2:24][CH2:25][C:26]([CH3:28])=[N:22]4)[CH:16]=3)[CH:12]=[CH:11][N:10]=2)[CH:5]=[CH:6][CH:7]=1.